From a dataset of Catalyst prediction with 721,799 reactions and 888 catalyst types from USPTO. Predict which catalyst facilitates the given reaction. (1) Reactant: C(N(CC)CC)C.[CH3:8][C:9]1[N:10]([CH2:29][CH:30]2[CH2:34][CH:33]([CH3:35])[NH:32][CH2:31]2)[C:11]2[C:16]([CH:17]=1)=[CH:15][C:14]([C:18]1[CH:19]=[N:20][N:21]([CH:23]3[CH2:28][CH2:27][CH2:26][CH2:25][O:24]3)[CH:22]=1)=[CH:13][CH:12]=2.[C:36](Cl)(=[O:45])[CH2:37][CH2:38][C:39]1[CH:44]=[CH:43][CH:42]=[CH:41][CH:40]=1.C(=O)(O)[O-].[Na+]. Product: [CH3:35][CH:33]1[CH2:34][CH:30]([CH2:29][N:10]2[C:11]3[C:16](=[CH:15][C:14]([C:18]4[CH:19]=[N:20][N:21]([CH:23]5[CH2:28][CH2:27][CH2:26][CH2:25][O:24]5)[CH:22]=4)=[CH:13][CH:12]=3)[CH:17]=[C:9]2[CH3:8])[CH2:31][N:32]1[C:36](=[O:45])[CH2:37][CH2:38][C:39]1[CH:44]=[CH:43][CH:42]=[CH:41][CH:40]=1. The catalyst class is: 4. (2) Reactant: C([O-])(=O)C.[Na+].[C:6]([C:9]1[CH:19]=[C:18]([F:20])[CH:17]=[CH:16][C:10]=1[O:11][CH2:12]C(O)=O)(=O)[CH3:7].O. Product: [F:20][C:18]1[CH:17]=[CH:16][C:10]2[O:11][CH:12]=[C:6]([CH3:7])[C:9]=2[CH:19]=1. The catalyst class is: 152. (3) Reactant: Cl.[CH2:2]([O:9][C:10](=[O:13])[CH2:11][NH2:12])[C:3]1[CH:8]=[CH:7][CH:6]=[CH:5][CH:4]=1.C([O-])([O-])=O.[K+].[K+].[Cl:20][CH2:21][C:22](Cl)=[O:23]. Product: [CH2:2]([O:9][C:10](=[O:13])[CH2:11][NH:12][C:22](=[O:23])[CH2:21][Cl:20])[C:3]1[CH:8]=[CH:7][CH:6]=[CH:5][CH:4]=1. The catalyst class is: 34. (4) Reactant: [CH3:1][C:2]1([CH3:19])[C:6]([CH3:8])([CH3:7])[O:5][B:4]([C:9]2[CH:14]=[CH:13][C:12]([NH:15][C:16](=[O:18])[CH3:17])=[CH:11][CH:10]=2)[O:3]1.CI.[CH2:22](N(CC)CC)C.O. Product: [CH3:22][N:15]([C:12]1[CH:13]=[CH:14][C:9]([B:4]2[O:3][C:2]([CH3:19])([CH3:1])[C:6]([CH3:7])([CH3:8])[O:5]2)=[CH:10][CH:11]=1)[C:16](=[O:18])[CH3:17]. The catalyst class is: 54. (5) Reactant: [F:1][C:2]([F:9])([F:8])[C:3](=[CH2:7])[C:4]([OH:6])=[O:5].[CH:10]([O:12][CH2:13][CH3:14])=[CH2:11]. Product: [F:1][C:2]([F:9])([F:8])[C:3](=[CH2:7])[C:4]([O:6][CH:10]([O:12][CH2:13][CH3:14])[CH3:11])=[O:5]. The catalyst class is: 28. (6) Reactant: [NH2:1][C:2]1[N:7]=[CH:6][C:5]([CH2:8][NH:9][C:10]([C:12]2[C:13]3[CH:14]=[N:15][N:16]([C:21]4[CH:26]=[CH:25][C:24]([F:27])=[CH:23][CH:22]=4)[C:17]=3[CH:18]=[CH:19][CH:20]=2)=[O:11])=[CH:4][CH:3]=1.CCN(C(C)C)C(C)C.[CH3:37][S:38](Cl)(=[O:40])=[O:39].CCCC[N+](CCCC)(CCCC)CCCC.[F-].C1COCC1. Product: [CH3:37][S:38]([NH:1][C:2]1[N:7]=[CH:6][C:5]([CH2:8][NH:9][C:10]([C:12]2[C:13]3[CH:14]=[N:15][N:16]([C:21]4[CH:22]=[CH:23][C:24]([F:27])=[CH:25][CH:26]=4)[C:17]=3[CH:18]=[CH:19][CH:20]=2)=[O:11])=[CH:4][CH:3]=1)(=[O:40])=[O:39]. The catalyst class is: 4.